Dataset: Human Reference Interactome with 51,813 positive PPI pairs across 8,248 proteins, plus equal number of experimentally-validated negative pairs. Task: Binary Classification. Given two protein amino acid sequences, predict whether they physically interact or not. Protein 1 (ENSG00000164825) has sequence MRTSYLLLFTLCLLLSEMASGGNFLTGLGHRSDHYNCVSSGGQCLYSACPIFTKIQGTCYRGKAKCCK*. Protein 2 (ENSG00000164691) has sequence MGALEMQDEEDRIEALKQVADKLPRPNLLLLKHLVYVLHLISKNSEVNRMDSSNLAICIGPNMLTLENDQSLSFEAQKDLNNKVKTLVEFLIDNCFEIFGENIPVHSSITSDDSLEHTDSSDVSTLQNDSAYDSNDPDVESNSSSGISSPSRQPQVPMATAAGLDSAGPQDAREVSPEPIVSTVARLKSSLAQPDRRYSEPSMPSSQECLESRVTNQTLTKSEGDFPVPRVGSRLESEEAEDPFPEEVFPAVQGKTKRPVDLKIKNLAPGSVLPRALVLKAFSSSSLDASSDSSPVASPS.... Result: 0 (the proteins do not interact).